Dataset: CYP2C9 inhibition data for predicting drug metabolism from PubChem BioAssay. Task: Regression/Classification. Given a drug SMILES string, predict its absorption, distribution, metabolism, or excretion properties. Task type varies by dataset: regression for continuous measurements (e.g., permeability, clearance, half-life) or binary classification for categorical outcomes (e.g., BBB penetration, CYP inhibition). Dataset: cyp2c9_veith. (1) The molecule is COc1ccc([N+](=O)[O-])cc1COc1ccc2c(-c3ccccc3)cc(=O)oc2c1. The result is 1 (inhibitor). (2) The compound is Cc1ccccc1-c1nc(-c2ccc(NC(=O)c3cccs3)cc2)no1. The result is 1 (inhibitor).